This data is from Forward reaction prediction with 1.9M reactions from USPTO patents (1976-2016). The task is: Predict the product of the given reaction. The product is: [N:1]1[CH:6]=[CH:5][CH:4]=[N:3][C:2]=1[N:7]([CH:8]1[CH2:9][CH2:10][N:11]([C:14]([O:16][C:17]([CH3:20])([CH3:19])[CH3:18])=[O:15])[CH2:12][CH2:13]1)[CH2:33][CH:32]=[CH2:31]. Given the reactants [N:1]1[CH:6]=[CH:5][CH:4]=[N:3][C:2]=1[NH:7][CH:8]1[CH2:13][CH2:12][N:11]([C:14]([O:16][C:17]([CH3:20])([CH3:19])[CH3:18])=[O:15])[CH2:10][CH2:9]1.C[Si](C)(C)[N-][Si](C)(C)C.[Na+].[CH2:31](Br)[CH:32]=[CH2:33].[Cl-].[NH4+], predict the reaction product.